This data is from TCR-epitope binding with 47,182 pairs between 192 epitopes and 23,139 TCRs. The task is: Binary Classification. Given a T-cell receptor sequence (or CDR3 region) and an epitope sequence, predict whether binding occurs between them. (1) The epitope is RAKFKQLL. The TCR CDR3 sequence is CASSPGGGTSGRREQYF. Result: 0 (the TCR does not bind to the epitope). (2) The epitope is KAYNVTQAF. The TCR CDR3 sequence is CASSLGTSPGAEAFF. Result: 0 (the TCR does not bind to the epitope). (3) The epitope is TPRVTGGGAM. The TCR CDR3 sequence is CASSHDYRGRRSPLHF. Result: 1 (the TCR binds to the epitope). (4) The epitope is LEPLVDLPI. The TCR CDR3 sequence is CASSSLTVDGRRYNEQFF. Result: 1 (the TCR binds to the epitope). (5) The epitope is TLVPQEHYV. The TCR CDR3 sequence is CASSEGGTTYEQYF. Result: 1 (the TCR binds to the epitope).